Dataset: Catalyst prediction with 721,799 reactions and 888 catalyst types from USPTO. Task: Predict which catalyst facilitates the given reaction. (1) Product: [CH3:7][C:8]([CH3:52])([CH2:50][CH3:51])[CH2:9][C:10]1[N:11]=[C:12]([CH2:34][CH:35]([C:37]2[CH:38]=[CH:39][C:40]([C:43]3[CH:48]=[CH:47][C:46]([F:49])=[CH:45][N:44]=3)=[CH:41][CH:42]=2)[O:36][CH3:1])[N:13]([C:15]([C:28]2[CH:33]=[CH:32][CH:31]=[CH:30][CH:29]=2)([C:16]2[CH:17]=[CH:18][CH:19]=[CH:20][CH:21]=2)[C:22]2[CH:27]=[CH:26][CH:25]=[CH:24][CH:23]=2)[CH:14]=1. Reactant: [CH3:1]C(C)([O-])C.[K+].[CH3:7][C:8]([CH3:52])([CH2:50][CH3:51])[CH2:9][C:10]1[N:11]=[C:12]([CH2:34][CH:35]([C:37]2[CH:42]=[CH:41][C:40]([C:43]3[CH:48]=[CH:47][C:46]([F:49])=[CH:45][N:44]=3)=[CH:39][CH:38]=2)[OH:36])[N:13]([C:15]([C:28]2[CH:33]=[CH:32][CH:31]=[CH:30][CH:29]=2)([C:22]2[CH:27]=[CH:26][CH:25]=[CH:24][CH:23]=2)[C:16]2[CH:21]=[CH:20][CH:19]=[CH:18][CH:17]=2)[CH:14]=1.CI. The catalyst class is: 107. (2) Reactant: [OH:1][CH:2]([C:10]([F:13])([F:12])[F:11])[C:3]([F:9])([F:8])[S:4]([O-:7])(=[O:6])=[O:5].[C:14]1([S+:20]([C:27]2[CH:32]=[CH:31][CH:30]=[CH:29][CH:28]=2)[C:21]2[CH:26]=[CH:25][CH:24]=[CH:23][CH:22]=2)[CH:19]=[CH:18][CH:17]=[CH:16][CH:15]=1.Cl[CH:34]([CH2:38][CH3:39])[C:35](Cl)=[O:36].N1C=CC=CC=1.[ClH:46]. Product: [Cl:46][CH2:39][CH2:38][CH2:34][C:35]([O:1][CH:2]([C:10]([F:13])([F:11])[F:12])[C:3]([F:8])([F:9])[S:4]([O-:7])(=[O:6])=[O:5])=[O:36].[C:27]1([S+:20]([C:14]2[CH:15]=[CH:16][CH:17]=[CH:18][CH:19]=2)[C:21]2[CH:26]=[CH:25][CH:24]=[CH:23][CH:22]=2)[CH:28]=[CH:29][CH:30]=[CH:31][CH:32]=1. The catalyst class is: 10. (3) Reactant: Br[C:2]1[CH:10]=[C:9]2[C:5]([C:6]([CH3:16])([CH3:15])[C:7](=[O:14])[N:8]2[CH:11]([CH3:13])[CH3:12])=[CH:4][CH:3]=1.[B:17]1([B:17]2[O:21][C:20]([CH3:23])([CH3:22])[C:19]([CH3:25])([CH3:24])[O:18]2)[O:21][C:20]([CH3:23])([CH3:22])[C:19]([CH3:25])([CH3:24])[O:18]1.C([O-])(=O)C.[K+].ClCCl. Product: [CH:11]([N:8]1[C:9]2[C:5](=[CH:4][CH:3]=[C:2]([B:17]3[O:21][C:20]([CH3:23])([CH3:22])[C:19]([CH3:25])([CH3:24])[O:18]3)[CH:10]=2)[C:6]([CH3:16])([CH3:15])[C:7]1=[O:14])([CH3:13])[CH3:12]. The catalyst class is: 418. (4) Reactant: [F:1][CH:2]([F:14])[O:3][CH2:4][CH:5]1[CH2:8][CH:7]([C:9]([O:11]CC)=[O:10])[CH2:6]1.[OH-].[Na+]. Product: [F:1][CH:2]([F:14])[O:3][CH2:4][CH:5]1[CH2:6][CH:7]([C:9]([OH:11])=[O:10])[CH2:8]1. The catalyst class is: 20. (5) Reactant: [Br:1][C:2]1[CH:3]=[CH:4][C:5]2[S:9][C:8](=[N:10][C:11](=[O:19])[C:12]3[CH:17]=[CH:16][C:15]([CH3:18])=[CH:14][CH:13]=3)[N:7]([CH:20]([CH2:25][CH3:26])[C:21]([O:23]C)=[O:22])[C:6]=2[CH:27]=1.O1CCCC1.[OH-].[Na+]. Product: [Br:1][C:2]1[CH:3]=[CH:4][C:5]2[S:9][C:8](=[N:10][C:11](=[O:19])[C:12]3[CH:13]=[CH:14][C:15]([CH3:18])=[CH:16][CH:17]=3)[N:7]([CH:20]([CH2:25][CH3:26])[C:21]([OH:23])=[O:22])[C:6]=2[CH:27]=1. The catalyst class is: 5. (6) Reactant: [CH:1]1([N:7]2[C:12]([OH:13])=[C:11]([C:14]([NH:16][CH2:17][C:18]([O:20]CC)=[O:19])=[O:15])[C:10](=[O:23])[NH:9][C:8]2=[O:24])[CH2:6][CH2:5][CH2:4][CH2:3][CH2:2]1.C(=O)([O-])[O-].[K+].[K+].[F:31][C:32]1[CH:39]=[CH:38][C:35]([CH2:36]Br)=[C:34]([C:40]([F:43])([F:42])[F:41])[CH:33]=1.Cl. Product: [CH:1]1([N:7]2[C:12]([OH:13])=[C:11]([C:14]([NH:16][CH2:17][C:18]([OH:20])=[O:19])=[O:15])[C:10](=[O:23])[N:9]([CH2:36][C:35]3[CH:38]=[CH:39][C:32]([F:31])=[CH:33][C:34]=3[C:40]([F:42])([F:41])[F:43])[C:8]2=[O:24])[CH2:6][CH2:5][CH2:4][CH2:3][CH2:2]1. The catalyst class is: 44. (7) Reactant: [C:1]([OH:12])(=[O:11])[CH2:2][CH2:3][CH2:4][CH2:5][CH2:6][CH2:7][CH2:8][CH2:9][CH3:10].[CH2:13](O)[C:14]1[CH:22]=[CH:21][C:19]([OH:20])=[C:16]([O:17][CH3:18])[CH:15]=1. Product: [C:1]([O:12][CH2:13][C:14]1[CH:22]=[CH:21][C:19]([OH:20])=[C:16]([O:17][CH3:18])[CH:15]=1)(=[O:11])[CH2:2][CH2:3][CH2:4][CH2:5][CH2:6][CH2:7][CH2:8][CH2:9][CH3:10]. The catalyst class is: 11. (8) Reactant: [OH:1][C@@H:2]1[C:7]2[CH:8]=[CH:9][C:10]3[N:11]([CH3:16])[C:12]([CH3:15])=[N:13][C:14]=3[C:6]=2[O:5][C@H:4]([C:17]2[CH:22]=[CH:21][CH:20]=[CH:19][CH:18]=2)[C@H:3]1[OH:23].S(=O)(=O)(O)O. Product: [OH:23][C@H:3]1[C@H:2]([O:1][CH2:3][CH2:4][O:5][CH3:6])[C:7]2[CH:8]=[CH:9][C:10]3[N:11]([CH3:16])[C:12]([CH3:15])=[N:13][C:14]=3[C:6]=2[O:5][C@@H:4]1[C:17]1[CH:18]=[CH:19][CH:20]=[CH:21][CH:22]=1. The catalyst class is: 141. (9) Reactant: [Br:1][C:2]1[CH:3]=[C:4]([CH:6]=[CH:7][CH:8]=1)[NH2:5].[CH2:9]([O:11][C:12](=[O:26])[CH:13]([CH2:17][C:18](=O)[C:19]1[CH:24]=[CH:23][CH:22]=[CH:21][CH:20]=1)[C:14](=O)[CH3:15])[CH3:10].CC1C=CC(S(O)(=O)=O)=CC=1. Product: [CH2:9]([O:11][C:12]([C:13]1[CH:17]=[C:18]([C:19]2[CH:20]=[CH:21][CH:22]=[CH:23][CH:24]=2)[N:5]([C:4]2[CH:6]=[CH:7][CH:8]=[C:2]([Br:1])[CH:3]=2)[C:14]=1[CH3:15])=[O:26])[CH3:10]. The catalyst class is: 8.